Dataset: Drug-target binding data from BindingDB using IC50 measurements. Task: Regression. Given a target protein amino acid sequence and a drug SMILES string, predict the binding affinity score between them. We predict pIC50 (pIC50 = -log10(IC50 in M); higher means more potent). Dataset: bindingdb_ic50. (1) The small molecule is C/C=C/C1=CC2=CC(=O)[C@@](C)(O)[C@@H](OC(=O)c3c(C)cc(O)cc3O)[C@@H]2CO1. The target protein (P04415) has sequence MKEFYISIETVGNNIVERYIDENGKERTREVEYLPTMFRHCKEESKYKDIYGKNCAPQKFPSMKDARDWMKRMEDIGLEALGMNDFKLAYISDTYGSEIVYDRKFVRVANCDIEVTGDKFPDPMKAEYEIDAITHYDSIDDRFYVFDLLNSMYGSVSKWDAKLAAKLDCEGGDEVPQEILDRVIYMPFDNERDMLMEYINLWEQKRPAIFTGWNIEGFDVPYIMNRVKMILGERSMKRFSPIGRVKSKLIQNMYGSKEIYSIDGVSILDYLDLYKKFAFTNLPSFSLESVAQHETKKGKLPYDGPINKLRETNHQRYISYNIIDVESVQAIDKIRGFIDLVLSMSYYAKMPFSGVMSPIKTWDAIIFNSLKGEHKVIPQQGSHVKQSFPGAFVFEPKPIARRYIMSFDLTSLYPSIIRQVNISPETIRGQFKVHPIHEYIAGTAPKPSDEYSCSPNGWMYDKHQEGIIPKEIAKVFFQRKDWKKKMFAEEMNAEAIKKII.... The pIC50 is 3.7. (2) The compound is Fc1ccc(Cl)c(Sc2n[nH]c3ncc(-c4cnn(C5CCNCC5)c4)cc23)c1Cl. The target protein sequence is MKAPAVLAPGILVLLFTLVQRSNGECKEALAKSEMNVNMKYQLPNFTAETPIQNVILHEHHIFLGATNYIYVLNEEDLQKVAEYKTGPVLEHPDCFPCQDCSSKANLSGGVWKDNINMALVVDTYYDDQLISCGSVNRGTCQRHVFPHNHTADIQSEVHCIFSPQIEEPSQCPDCVVSALGAKVLSSVKDRFINFFVGNTINSSYFPDHPLHSISVRRLKETKDGFMFLTDQSYIDVLPEFRDSYPIKYVHAFESNNFIYFLTVQRETLDAQTFHTRIIRFCSINSGLHSYMEMPLECILTEKRKKRSTKKEVFNILQAAYVSKPGAQLARQIGASLNDDILFGVFAQSKPDSAEPMDRSAMCAFPIKYVNDFFNKIVNKNNVRCLQHFYGPNHEHCFNRTLLRNSSGCEARRDEYRTEFTTALQRVDLFMGQFSEVLLTSISTFIKGDLTIANLGTSEGRFMQVVVSRSGPSTPHVNFLLDSHPVSPEVIVEHTLNQNG.... The pIC50 is 7.6.